From a dataset of Full USPTO retrosynthesis dataset with 1.9M reactions from patents (1976-2016). Predict the reactants needed to synthesize the given product. (1) Given the product [Cl:1][C:2]1[C:11]2[C:10]([CH3:13])([CH3:12])[CH2:9][CH:8]=[C:7]([CH:14]([CH3:16])[CH3:15])[C:6]=2[CH:5]=[C:4](/[C:17](/[CH3:25])=[C:18](/[F:24])\[CH2:19][OH:20])[C:3]=1[O:26][CH2:27][CH3:28], predict the reactants needed to synthesize it. The reactants are: [Cl:1][C:2]1[C:11]2[C:10]([CH3:13])([CH3:12])[CH2:9][CH:8]=[C:7]([CH:14]([CH3:16])[CH3:15])[C:6]=2[CH:5]=[C:4](/[C:17](/[CH3:25])=[C:18](/[F:24])\[C:19](OCC)=[O:20])[C:3]=1[O:26][CH2:27][CH3:28].[H-].C([Al+]CC(C)C)C(C)C. (2) The reactants are: [Br:1][C:2]1[CH:6]=[CH:5][S:4][CH:3]=1.[OH:7][S:8]([Cl:11])(=O)=[O:9]. Given the product [Br:1][C:2]1[CH:6]=[CH:5][S:4][C:3]=1[S:8]([Cl:11])(=[O:9])=[O:7], predict the reactants needed to synthesize it. (3) Given the product [Cl:1][C:2]1[CH:3]=[CH:4][C:5]([S:8]([C:11]23[CH2:26][CH2:25][C:24](=[O:27])[CH:23]([F:29])[CH:12]2[CH2:13][O:14][C:15]2[C:20]3=[C:19]([F:21])[CH:18]=[CH:17][C:16]=2[F:22])(=[O:10])=[O:9])=[CH:6][CH:7]=1, predict the reactants needed to synthesize it. The reactants are: [Cl:1][C:2]1[CH:7]=[CH:6][C:5]([S:8]([C@@:11]23[CH2:26][CH2:25][C:24](=[O:27])[CH2:23][C@H:12]2[CH2:13][O:14][C:15]2[C:20]3=[C:19]([F:21])[CH:18]=[CH:17][C:16]=2[F:22])(=[O:10])=[O:9])=[CH:4][CH:3]=1.[B-](F)(F)(F)[F:29].[B-](F)(F)(F)F.C1[N+]2(CCl)CC[N+](F)(CC2)C1.O. (4) Given the product [Cl:1][C:2]1[CH:10]=[C:9]([O:24][CH:22]([CH3:23])[CH3:21])[C:8]([N+:12]([O-:14])=[O:13])=[CH:7][C:3]=1[C:4]([OH:6])=[O:5], predict the reactants needed to synthesize it. The reactants are: [Cl:1][C:2]1[CH:10]=[C:9](F)[C:8]([N+:12]([O-:14])=[O:13])=[CH:7][C:3]=1[C:4]([OH:6])=[O:5].C(=O)([O-])[O-].[Cs+].[Cs+].[CH3:21][CH:22]([OH:24])[CH3:23]. (5) Given the product [CH2:10]([O:12][C:13](=[O:17])[CH:14]=[C:15]([O:9][C:3]1[CH:4]=[C:5]([F:8])[CH:6]=[CH:7][C:2]=1[F:1])[CH3:16])[CH3:11], predict the reactants needed to synthesize it. The reactants are: [F:1][C:2]1[CH:7]=[CH:6][C:5]([F:8])=[CH:4][C:3]=1[OH:9].[CH2:10]([O:12][C:13](=[O:17])[C:14]#[C:15][CH3:16])[CH3:11].N12CCCN=C1CCCCC2. (6) Given the product [CH2:8]([N:15]1[CH2:20][CH2:19][CH:18]([NH:21][C:2]2[CH:7]=[CH:6][CH:5]=[CH:4][N:3]=2)[CH2:17][CH2:16]1)[C:9]1[CH:10]=[CH:11][CH:12]=[CH:13][CH:14]=1, predict the reactants needed to synthesize it. The reactants are: Br[C:2]1[CH:7]=[CH:6][CH:5]=[CH:4][N:3]=1.[CH2:8]([N:15]1[CH2:20][CH2:19][CH:18]([NH2:21])[CH2:17][CH2:16]1)[C:9]1[CH:14]=[CH:13][CH:12]=[CH:11][CH:10]=1. (7) Given the product [CH3:1][N:2]1[C:14]2[C:13]3[N:12]=[C:11]([NH:15][C:16]4[CH:21]=[CH:20][C:19]([Br:22])=[CH:18][C:17]=4[O:23][C:24]([F:25])([F:26])[F:27])[N:10]=[CH:9][C:8]=3[CH2:7][CH2:6][C:5]=2[C:4]([C:28]([NH2:36])=[O:30])=[N:3]1, predict the reactants needed to synthesize it. The reactants are: [CH3:1][N:2]1[C:14]2[C:13]3[N:12]=[C:11]([NH:15][C:16]4[CH:21]=[CH:20][C:19]([Br:22])=[CH:18][C:17]=4[O:23][C:24]([F:27])([F:26])[F:25])[N:10]=[CH:9][C:8]=3[CH2:7][CH2:6][C:5]=2[C:4]([C:28]([O:30]CC)=O)=[N:3]1.[Cl-].[NH4+].[Li][N:36]([Si](C)(C)C)[Si](C)(C)C. (8) The reactants are: Cl[C:2]1[N:7]=[C:6]([NH:8][C:9]2[CH:14]=[CH:13][C:12]([N:15]3[CH2:20][CH2:19][O:18][CH2:17][CH2:16]3)=[CH:11][C:10]=2[O:21][CH3:22])[C:5]([Cl:23])=[CH:4][N:3]=1.[CH2:24]([N:26]1[CH2:32][CH2:31][C:30]2[CH:33]=[C:34]([NH2:37])[CH:35]=[CH:36][C:29]=2[CH2:28][CH2:27]1)[CH3:25].Cl.C(=O)([O-])[O-]. Given the product [Cl:23][C:5]1[C:6]([NH:8][C:9]2[CH:14]=[CH:13][C:12]([N:15]3[CH2:20][CH2:19][O:18][CH2:17][CH2:16]3)=[CH:11][C:10]=2[O:21][CH3:22])=[N:7][C:2]([NH:37][C:34]2[CH:35]=[CH:36][C:29]3[CH2:28][CH2:27][N:26]([CH2:24][CH3:25])[CH2:32][CH2:31][C:30]=3[CH:33]=2)=[N:3][CH:4]=1, predict the reactants needed to synthesize it. (9) Given the product [C:10]1([O:16][C:17](=[O:18])[NH:3][C:4]2[CH:9]=[N:8][CH:7]=[CH:6][N:5]=2)[CH:15]=[CH:14][CH:13]=[CH:12][CH:11]=1, predict the reactants needed to synthesize it. The reactants are: [H-].[Na+].[NH2:3][C:4]1[CH:9]=[N:8][CH:7]=[CH:6][N:5]=1.[C:10]1([O:16][C:17](=O)[O:18]C2C=CC=CC=2)[CH:15]=[CH:14][CH:13]=[CH:12][CH:11]=1.Cl.